From a dataset of Reaction yield outcomes from USPTO patents with 853,638 reactions. Predict the reaction yield, written as a fraction of the theoretical maximum amount of product (1.0 means a 100% yield; for example, 0.34 means a 34% yield). (1) The reactants are Cl.[CH3:2][O:3][C:4]1[C:8]2[C:9](=[O:26])[N:10]([CH2:17][C:18](=[O:25])[C:19]3[CH:24]=[CH:23][CH:22]=[CH:21][CH:20]=3)[C:11]3[CH:12]=[CH:13][CH:14]=[CH:15][C:16]=3[C:7]=2[N:6]([CH3:27])[C:5]=1[C:28]([NH:30][CH2:31][CH:32]1[CH2:37][CH2:36][NH:35][CH2:34][CH2:33]1)=[O:29].C(N(CC)CC)C.[C:45]([O:48][CH2:49][C:50](Cl)=[O:51])(=[O:47])[CH3:46]. The catalyst is C1COCC1.C(=O)([O-])O.[Na+]. The product is [C:45]([O:48][CH2:49][C:50]([N:35]1[CH2:34][CH2:33][CH:32]([CH2:31][NH:30][C:28]([C:5]2[N:6]([CH3:27])[C:7]3[C:16]4[CH:15]=[CH:14][CH:13]=[CH:12][C:11]=4[N:10]([CH2:17][C:18](=[O:25])[C:19]4[CH:24]=[CH:23][CH:22]=[CH:21][CH:20]=4)[C:9](=[O:26])[C:8]=3[C:4]=2[O:3][CH3:2])=[O:29])[CH2:37][CH2:36]1)=[O:51])(=[O:47])[CH3:46]. The yield is 0.710. (2) The reactants are [CH3:1][C:2]1[N:11]([CH3:12])[C:10](=[O:13])[C:9]2[C:4](=[CH:5][CH:6]=[CH:7][CH:8]=2)[N:3]=1.[C:14]1([CH3:22])[CH:19]=[CH:18][C:17]([CH:20]=O)=[CH:16][CH:15]=1. No catalyst specified. The product is [CH3:12][N:11]1[C:10](=[O:13])[C:9]2[C:4](=[CH:5][CH:6]=[CH:7][CH:8]=2)[N:3]=[C:2]1[CH:1]=[CH:22][C:14]1[CH:19]=[CH:18][C:17]([CH3:20])=[CH:16][CH:15]=1. The yield is 0.440. (3) The reactants are CC1(C)C2[C:23](=C(P(C3C=CC=CC=3)C3C=CC=CC=3)C=CC=2)[O:22][C:4]2C(P(C3C=CC=CC=3)C3C=CC=CC=3)=CC=CC1=2.Br[C:44]1[CH:49]=[CH:48][C:47]([C:50]2([C:56]3[S:57][CH:58]=[C:59]([CH2:61][O:62][Si:63]([C:66]([CH3:69])([CH3:68])[CH3:67])([CH3:65])[CH3:64])[N:60]=3)[CH2:55][CH2:54][O:53][CH2:52][CH2:51]2)=[CH:46][CH:45]=1.CCN(CC)CC.C[OH:78]. The catalyst is CC([O-])=O.CC([O-])=O.[Pd+2]. The product is [Si:63]([O:62][CH2:61][C:59]1[N:60]=[C:56]([C:50]2([C:47]3[CH:48]=[CH:49][C:44]([C:4]([O:22][CH3:23])=[O:78])=[CH:45][CH:46]=3)[CH2:55][CH2:54][O:53][CH2:52][CH2:51]2)[S:57][CH:58]=1)([C:66]([CH3:69])([CH3:68])[CH3:67])([CH3:65])[CH3:64]. The yield is 0.254. (4) The reactants are [Li]CCCC.[CH3:6][O:7][C:8]1[CH:12]=[CH:11][S:10][CH:9]=1.C(OCC)C.CON(C)[C:21](=[O:33])[C:22]1[CH:27]=[CH:26][C:25]([O:28][C:29]([F:32])([F:31])[F:30])=[CH:24][CH:23]=1. The catalyst is O. The product is [F:30][C:29]([F:31])([F:32])[O:28][C:25]1[CH:24]=[CH:23][C:22]([C:21]([C:9]2[S:10][CH:11]=[CH:12][C:8]=2[O:7][CH3:6])=[O:33])=[CH:27][CH:26]=1. The yield is 0.760. (5) The reactants are [CH3:1][C:2]([CH3:29])([CH3:28])[C@H:3]([N:11]1[CH2:15][CH2:14][N:13]([CH2:16][C:17]2[CH:22]=[CH:21][C:20]([C:23]([F:26])([F:25])[F:24])=[CH:19][CH:18]=2)[C:12]1=[O:27])[C:4]([O:6]C(C)(C)C)=[O:5].FC(F)(F)C(O)=O. The catalyst is ClCCl. The product is [CH3:1][C:2]([CH3:29])([CH3:28])[C@H:3]([N:11]1[CH2:15][CH2:14][N:13]([CH2:16][C:17]2[CH:22]=[CH:21][C:20]([C:23]([F:26])([F:25])[F:24])=[CH:19][CH:18]=2)[C:12]1=[O:27])[C:4]([OH:6])=[O:5]. The yield is 0.780. (6) The reactants are [CH3:1][N:2]1[CH2:10][C:9]2[C:4](=[C:5]([N+:22]([O-])=O)[CH:6]=[CH:7][C:8]=2[C:11]2[CH2:16][CH2:15][CH:14]([C:17]([O:19][CH2:20][CH3:21])=[O:18])[CH2:13][CH:12]=2)[C:3]1=[O:25].CCO. The catalyst is [Pd]. The product is [NH2:22][C:5]1[CH:6]=[CH:7][C:8]([C@H:11]2[CH2:12][CH2:13][C@H:14]([C:17]([O:19][CH2:20][CH3:21])=[O:18])[CH2:15][CH2:16]2)=[C:9]2[C:4]=1[C:3](=[O:25])[N:2]([CH3:1])[CH2:10]2. The yield is 0.580. (7) The reactants are C([N:5]1[C:9](=[O:10])[CH2:8][CH:7]([C:11]2[CH:28]=[CH:27][C:14]([CH2:15][C:16]3([C:22]([O:24][CH2:25][CH3:26])=[O:23])[CH2:20][CH2:19][C:18](=[O:21])[NH:17]3)=[CH:13][CH:12]=2)[S:6]1(=[O:30])=[O:29])(C)(C)C.FC(F)(F)C(O)=O. No catalyst specified. The product is [O:30]=[S:6]1(=[O:29])[CH:7]([C:11]2[CH:28]=[CH:27][C:14]([CH2:15][C:16]3([C:22]([O:24][CH2:25][CH3:26])=[O:23])[CH2:20][CH2:19][C:18](=[O:21])[NH:17]3)=[CH:13][CH:12]=2)[CH2:8][C:9](=[O:10])[NH:5]1. The yield is 0.840. (8) The reactants are [NH2:1][C:2]1[N:7]=[CH:6][N:5]=[C:4]2[N:8]([C@@H:25]3[CH2:30][CH2:29][CH2:28][N:27](C(OC(C)(C)C)=O)[CH2:26]3)[N:9]=[C:10]([C:11]3[CH:16]=[CH:15][C:14]([O:17][C:18]4[CH:23]=[CH:22][CH:21]=[C:20]([F:24])[CH:19]=4)=[CH:13][CH:12]=3)[C:3]=12.FC(F)(F)C(O)=O. The catalyst is ClCCl. The product is [F:24][C:20]1[CH:19]=[C:18]([CH:23]=[CH:22][CH:21]=1)[O:17][C:14]1[CH:15]=[CH:16][C:11]([C:10]2[C:3]3[C:4](=[N:5][CH:6]=[N:7][C:2]=3[NH2:1])[N:8]([C@@H:25]3[CH2:30][CH2:29][CH2:28][NH:27][CH2:26]3)[N:9]=2)=[CH:12][CH:13]=1. The yield is 0.860. (9) The reactants are [CH3:1][S:2]([O:5][C:6]1[CH:11]=[CH:10][C:9]([C:12]2([C:22]3[CH:27]=[CH:26][C:25]([F:28])=[C:24](Br)[CH:23]=3)[C:16](=[O:17])[N:15]([CH2:18][CH2:19][CH3:20])[C:14]([NH2:21])=[N:13]2)=[CH:8][CH:7]=1)(=[O:4])=[O:3].[N:30]1[CH:35]=[C:34](B(O)O)[CH:33]=[N:32][CH:31]=1. No catalyst specified. The product is [CH3:1][S:2]([O:5][C:6]1[CH:11]=[CH:10][C:9]([C:12]2([C:22]3[CH:27]=[CH:26][C:25]([F:28])=[C:24]([C:34]4[CH:35]=[N:30][CH:31]=[N:32][CH:33]=4)[CH:23]=3)[C:16](=[O:17])[N:15]([CH2:18][CH2:19][CH3:20])[C:14]([NH2:21])=[N:13]2)=[CH:8][CH:7]=1)(=[O:4])=[O:3]. The yield is 0.0600. (10) The reactants are [NH2:1][C:2]1[CH:7]=[CH:6][CH:5]=[CH:4][CH:3]=1.C[Al](C)C.CCCCCC.[Cl:18][C:19]1[C:27]([F:28])=[CH:26][CH:25]=[C:24]2[C:20]=1[CH2:21][CH2:22][N:23]2[C@H:29]1[CH2:33][CH2:32][O:31][C:30]1=[O:34]. The catalyst is C(Cl)Cl. The product is [Cl:18][C:19]1[C:27]([F:28])=[CH:26][CH:25]=[C:24]2[C:20]=1[CH2:21][CH2:22][N:23]2[C@@H:29]([CH2:33][CH2:32][OH:31])[C:30]([NH:1][C:2]1[CH:7]=[CH:6][CH:5]=[CH:4][CH:3]=1)=[O:34]. The yield is 1.00.